From a dataset of Reaction yield outcomes from USPTO patents with 853,638 reactions. Predict the reaction yield, written as a fraction of the theoretical maximum amount of product (1.0 means a 100% yield; for example, 0.34 means a 34% yield). The reactants are [N+:1]([C:4]1[CH:12]=[CH:11][CH:10]=[C:6]([C:7]([OH:9])=[O:8])[C:5]=1[C:13]([OH:15])=[O:14])([O-:3])=[O:2].[CH:16]([O-])([O-])OC.S(=O)(=O)(O)O. The catalyst is CO. The product is [C:13]([C:5]1[C:4]([N+:1]([O-:3])=[O:2])=[CH:12][CH:11]=[CH:10][C:6]=1[C:7]([O:9][CH3:16])=[O:8])([OH:15])=[O:14]. The yield is 0.820.